From a dataset of Full USPTO retrosynthesis dataset with 1.9M reactions from patents (1976-2016). Predict the reactants needed to synthesize the given product. Given the product [CH2:35]([O:37][C:38](=[O:42])[C@H:39]([O:23][C:21]1[CH:20]=[CH:19][C:16]2[C:17]3[N:11]([CH2:12][CH2:13][O:14][C:15]=2[CH:22]=1)[CH:10]=[C:9]([C:8]1[N:4]([CH2:3][C:2]([F:24])([F:1])[F:25])[N:5]=[CH:6][N:7]=1)[N:18]=3)[CH3:40])[CH3:36], predict the reactants needed to synthesize it. The reactants are: [F:1][C:2]([F:25])([F:24])[CH2:3][N:4]1[C:8]([C:9]2[N:18]=[C:17]3[N:11]([CH2:12][CH2:13][O:14][C:15]4[CH:22]=[C:21]([OH:23])[CH:20]=[CH:19][C:16]=43)[CH:10]=2)=[N:7][CH:6]=[N:5]1.COC(=O)C(O)C(C)C.[CH2:35]([O:37][C:38](=[O:42])[C@@H:39](O)[CH3:40])[CH3:36].CO.